This data is from Forward reaction prediction with 1.9M reactions from USPTO patents (1976-2016). The task is: Predict the product of the given reaction. (1) Given the reactants [N+:1]([C:4]1[CH:5]=[N:6][N:7]([CH2:9][O:10][CH2:11][CH2:12][Si:13]([CH3:16])([CH3:15])[CH3:14])[CH:8]=1)([O-:3])=[O:2].Br[C:18]1[CH:23]=[C:22]([Cl:24])[CH:21]=[CH:20][C:19]=1[O:25][CH:26]([F:28])[F:27].C(=O)([O-])[O-].[K+].[K+].CC(C)(C)C(O)=O, predict the reaction product. The product is: [Cl:24][C:22]1[CH:23]=[CH:18][C:19]([O:25][CH:26]([F:27])[F:28])=[C:20]([C:8]2[N:7]([CH2:9][O:10][CH2:11][CH2:12][Si:13]([CH3:16])([CH3:15])[CH3:14])[N:6]=[CH:5][C:4]=2[N+:1]([O-:3])=[O:2])[CH:21]=1. (2) Given the reactants [C:1]1([N:7]2[CH2:12][CH2:11][NH:10][CH2:9][CH2:8]2)[CH:6]=[CH:5][CH:4]=[CH:3][CH:2]=1.Br[CH2:14][C:15]#[N:16], predict the reaction product. The product is: [C:1]1([N:7]2[CH2:12][CH2:11][N:10]([CH2:14][C:15]#[N:16])[CH2:9][CH2:8]2)[CH:6]=[CH:5][CH:4]=[CH:3][CH:2]=1. (3) Given the reactants [C:1]([O:5][C:6]([NH:8][CH:9]([C@H:34]([CH3:42])[CH2:35][CH:36]([CH3:41])[CH2:37][CH2:38][CH:39]=[CH2:40])[C:10]([N:12]1[CH2:16][C@H:15]([O:17][C:18]2[C:27]3[C:22](=[CH:23][CH:24]=[CH:25][CH:26]=3)[C:21]([O:28][CH2:29][CH3:30])=[CH:20][N:19]=2)[CH2:14][C@H:13]1[C:31](O)=[O:32])=[O:11])=[O:7])([CH3:4])([CH3:3])[CH3:2].CCN(C(C)C)C(C)C.CN(C(ON1N=NC2C=CC=NC1=2)=[N+](C)C)C.F[P-](F)(F)(F)(F)F.Cl.[NH2:77][C@:78]1([C:83]([NH:85][S:86]([CH:89]2[CH2:91][CH2:90]2)(=[O:88])=[O:87])=[O:84])[CH2:80][C@H:79]1[CH:81]=[CH2:82], predict the reaction product. The product is: [CH:89]1([S:86]([NH:85][C:83]([C@@:78]2([NH:77][C:31]([C@@H:13]3[CH2:14][C@@H:15]([O:17][C:18]4[C:27]5[C:22](=[CH:23][CH:24]=[CH:25][CH:26]=5)[C:21]([O:28][CH2:29][CH3:30])=[CH:20][N:19]=4)[CH2:16][N:12]3[C:10](=[O:11])[CH:9]([NH:8][C:6](=[O:7])[O:5][C:1]([CH3:2])([CH3:4])[CH3:3])[C@H:34]([CH3:42])[CH2:35][CH:36]([CH3:41])[CH2:37][CH2:38][CH:39]=[CH2:40])=[O:32])[CH2:80][C@H:79]2[CH:81]=[CH2:82])=[O:84])(=[O:88])=[O:87])[CH2:91][CH2:90]1. (4) Given the reactants C([Li])CCC.I[C:7]1[CH:16]=[CH:15][CH:14]=[C:13]2[C:8]=1[CH:9]=[CH:10][CH:11]=[N:12]2.[B:17](OCCCC)([O:23]CCCC)[O:18]CCCC.Cl.C([O-])(O)=O.[Na+], predict the reaction product. The product is: [N:12]1[C:13]2[C:8](=[C:7]([B:17]([OH:23])[OH:18])[CH:16]=[CH:15][CH:14]=2)[CH:9]=[CH:10][CH:11]=1. (5) Given the reactants Cl.[Cl:2][C:3]1[CH:4]=[C:5]([C@@H:9]2[NH:15][CH2:14][C:13]3[CH:16]=[CH:17][C:18]([C:20]([O:22][CH3:23])=[O:21])=[CH:19][C:12]=3[O:11][CH2:10]2)[CH:6]=[CH:7][CH:8]=1.CCN(CC)CC.[N:31]1([C:37](Cl)=[O:38])[CH2:36][CH2:35][O:34][CH2:33][CH2:32]1, predict the reaction product. The product is: [Cl:2][C:3]1[CH:4]=[C:5]([C@@H:9]2[N:15]([C:37]([N:31]3[CH2:36][CH2:35][O:34][CH2:33][CH2:32]3)=[O:38])[CH2:14][C:13]3[CH:16]=[CH:17][C:18]([C:20]([O:22][CH3:23])=[O:21])=[CH:19][C:12]=3[O:11][CH2:10]2)[CH:6]=[CH:7][CH:8]=1. (6) Given the reactants [NH:1]1[CH:5]=[C:4]([C:6]2[C:7]([C:12]3[CH:17]=[CH:16][CH:15]=[CH:14][CH:13]=3)=[N:8][O:9][C:10]=2[CH3:11])[N:3]=[CH:2]1.Cl[C:19]1[N:24]=[CH:23][CH:22]=[CH:21][N:20]=1, predict the reaction product. The product is: [CH3:11][C:10]1[O:9][N:8]=[C:7]([C:12]2[CH:13]=[CH:14][CH:15]=[CH:16][CH:17]=2)[C:6]=1[C:4]1[N:3]=[CH:2][N:1]([C:19]2[N:24]=[CH:23][CH:22]=[CH:21][N:20]=2)[CH:5]=1.